Dataset: Full USPTO retrosynthesis dataset with 1.9M reactions from patents (1976-2016). Task: Predict the reactants needed to synthesize the given product. (1) Given the product [CH3:1][O:2][C:3](=[O:23])[CH2:4][CH2:5][C:6]1([N+:20]([O-:22])=[O:21])[CH2:14][C:13]2[N:12]([CH2:32][O:33][CH2:34][CH2:35][Si:36]([CH3:39])([CH3:38])[CH3:37])[N:11]=[C:10]([C:15]([O:17][CH2:18][CH3:19])=[O:16])[C:9]=2[CH2:8][CH2:7]1, predict the reactants needed to synthesize it. The reactants are: [CH3:1][O:2][C:3](=[O:23])[CH2:4][CH2:5][C:6]1([N+:20]([O-:22])=[O:21])[CH2:14][C:13]2[NH:12][N:11]=[C:10]([C:15]([O:17][CH2:18][CH3:19])=[O:16])[C:9]=2[CH2:8][CH2:7]1.O1CCCC1.[H-].[Na+].Cl[CH2:32][O:33][CH2:34][CH2:35][Si:36]([CH3:39])([CH3:38])[CH3:37]. (2) The reactants are: C([O-])([O-])=O.[K+].[K+].[O:7]=[C:8]1[C@@H:14]([N:15](C)[C:16](=O)C(F)(F)F)[CH2:13][CH2:12][S:11][C@H:10]2[CH2:23][CH2:24][CH2:25][C@@H:26]([C:27]([O:29][CH3:30])=[O:28])[N:9]12. Given the product [CH3:16][NH:15][C@H:14]1[CH2:13][CH2:12][S:11][C@H:10]2[CH2:23][CH2:24][CH2:25][C@@H:26]([C:27]([O:29][CH3:30])=[O:28])[N:9]2[C:8]1=[O:7], predict the reactants needed to synthesize it.